This data is from Full USPTO retrosynthesis dataset with 1.9M reactions from patents (1976-2016). The task is: Predict the reactants needed to synthesize the given product. (1) Given the product [NH2:1][C:2]1[N:3]=[C:4]([N:20]2[CH2:25][CH2:24][N:23]([C:43](=[O:44])[CH2:42][CH2:41][C:35]3[CH:40]=[CH:39][CH:38]=[CH:37][CH:36]=3)[CH2:22][CH2:21]2)[C:5]2[N:10]=[C:9]([CH2:11][CH2:12][C:13]3[CH:18]=[CH:17][C:16]([F:19])=[CH:15][CH:14]=3)[S:8][C:6]=2[N:7]=1, predict the reactants needed to synthesize it. The reactants are: [NH2:1][C:2]1[N:3]=[C:4]([N:20]2[CH2:25][CH2:24][NH:23][CH2:22][CH2:21]2)[C:5]2[N:10]=[C:9]([CH2:11][CH2:12][C:13]3[CH:18]=[CH:17][C:16]([F:19])=[CH:15][CH:14]=3)[S:8][C:6]=2[N:7]=1.C(N(C(C)C)CC)(C)C.[C:35]1([CH2:41][CH2:42][C:43](Cl)=[O:44])[CH:40]=[CH:39][CH:38]=[CH:37][CH:36]=1. (2) The reactants are: Cl[C:2]1[CH:3]=[C:4]([C:10]2[C:19]3[C:14](=[CH:15][C:16]([S:20]([NH:23][C:24]4[CH:29]=[CH:28][N:27]=[CH:26][N:25]=4)(=[O:22])=[O:21])=[CH:17][CH:18]=3)[CH:13]=[CH:12][N:11]=2)[C:5]([O:8][CH3:9])=[N:6][CH:7]=1.[C:30]1(B(O)O)[CH:35]=[CH:34][CH:33]=[CH:32][CH:31]=1.P([O-])([O-])([O-])=O.[K+].[K+].[K+].O. Given the product [CH3:9][O:8][C:5]1[C:4]([C:10]2[C:19]3[C:14](=[CH:15][C:16]([S:20]([NH:23][C:24]4[CH:29]=[CH:28][N:27]=[CH:26][N:25]=4)(=[O:22])=[O:21])=[CH:17][CH:18]=3)[CH:13]=[CH:12][N:11]=2)=[CH:3][C:2]([C:30]2[CH:35]=[CH:34][CH:33]=[CH:32][CH:31]=2)=[CH:7][N:6]=1, predict the reactants needed to synthesize it. (3) Given the product [CH:12]([C:11]1[CH:14]=[CH:15][C:8]([N:7]([C:27]2[CH:28]=[CH:29][C:24]([CH3:30])=[CH:25][CH:26]=2)[C:17]2[CH:22]=[CH:21][C:20]([CH3:23])=[CH:19][CH:18]=2)=[CH:9][CH:10]=1)=[CH2:13].[CH3:30][C:24]1[CH:29]=[CH:28][C:27]([N:7]([C:8]2[CH:9]=[CH:10][C:11]([CH3:12])=[CH:14][CH:15]=2)[C:39]2[CH:38]=[CH:37][C:42]([CH:3]=[CH:4][C:17]3[CH:22]=[CH:21][C:20]([CH3:23])=[CH:19][CH:18]=3)=[CH:41][CH:40]=2)=[CH:26][CH:25]=1, predict the reactants needed to synthesize it. The reactants are: O([C:3](C)(C)[CH3:4])[Na].[NH2:7][C:8]1[CH:15]=[CH:14][C:11]([CH:12]=[CH2:13])=[CH:10][CH:9]=1.Br[C:17]1[CH:22]=[CH:21][C:20]([CH3:23])=[CH:19][CH:18]=1.[C:24]1([CH3:30])[CH:29]=[CH:28][CH:27]=[CH:26][CH:25]=1.CCOC(C)=O.[CH3:37][CH2:38][CH2:39][CH2:40][CH2:41][CH3:42]. (4) Given the product [CH2:30]([S:31][C:2]1[CH:7]=[C:6]([C:8]([F:11])([F:10])[F:9])[CH:5]=[CH:4][C:3]=1[C:12]1[S:13][C:14]2[C:19]([N:20]=1)=[CH:18][C:17]([C:21]([F:24])([F:23])[F:22])=[CH:16][N:15]=2)[CH3:25], predict the reactants needed to synthesize it. The reactants are: F[C:2]1[CH:7]=[C:6]([C:8]([F:11])([F:10])[F:9])[CH:5]=[CH:4][C:3]=1[C:12]1[S:13][C:14]2[C:19]([N:20]=1)=[CH:18][C:17]([C:21]([F:24])([F:23])[F:22])=[CH:16][N:15]=2.[CH3:25]N(C=O)C.[CH3:30][S-:31].[Na+].